The task is: Predict the reactants needed to synthesize the given product.. This data is from Full USPTO retrosynthesis dataset with 1.9M reactions from patents (1976-2016). (1) Given the product [F:7][C:8]1[CH:9]=[CH:10][C:11]([N+:22]([O-:24])=[O:23])=[C:12]([CH:21]=1)[O:13][C@H:14]1[CH2:15][CH2:16][C@H:17]([NH:20][S:2]([CH3:1])(=[O:4])=[O:3])[CH2:18][CH2:19]1, predict the reactants needed to synthesize it. The reactants are: [CH3:1][S:2](Cl)(=[O:4])=[O:3].Cl.[F:7][C:8]1[CH:9]=[CH:10][C:11]([N+:22]([O-:24])=[O:23])=[C:12]([CH:21]=1)[O:13][C@H:14]1[CH2:19][CH2:18][C@H:17]([NH2:20])[CH2:16][CH2:15]1.C(N(CC)CC)C. (2) Given the product [F:17][C:16]([F:19])([F:18])[S:13]([O:11][C:8]1[CH2:7][CH2:6][C:5]2([O:4][CH2:3][CH2:2][O:1]2)[CH2:10][CH:9]=1)(=[O:14])=[O:12], predict the reactants needed to synthesize it. The reactants are: [O:1]1[C:5]2([CH2:10][CH2:9][C:8](=[O:11])[CH2:7][CH2:6]2)[O:4][CH2:3][CH2:2]1.[O:12](S(C(F)(F)F)(=O)=O)[S:13]([C:16]([F:19])([F:18])[F:17])(=O)=[O:14]. (3) Given the product [Cl:1][C:2]1[CH:34]=[CH:33][CH:32]=[C:31]([Cl:36])[C:3]=1[C:4]([NH:6][C@H:7]([C:28]([OH:30])=[O:29])[CH2:8][C:9]1[CH:10]=[CH:11][C:12]([C:15]2[C:16]([O:26][CH3:27])=[CH:17][C:18]([CH2:39][CH2:38][O:37][CH2:42][CH3:41])=[CH:19][C:20]=2[O:21][CH3:22])=[CH:13][CH:14]=1)=[O:5], predict the reactants needed to synthesize it. The reactants are: [Cl:1][C:2]1[CH:34]=[CH:33][CH:32]=[C:31](F)[C:3]=1[C:4]([NH:6][C@H:7]([C:28]([OH:30])=[O:29])[CH2:8][C:9]1[CH:14]=[CH:13][C:12]([C:15]2[C:20]([O:21][CH3:22])=[CH:19][C:18](COC)=[CH:17][C:16]=2[O:26][CH3:27])=[CH:11][CH:10]=1)=[O:5].[ClH:36].[O:37]1[CH2:42][CH2:41]O[CH2:39][CH2:38]1. (4) Given the product [O:19]=[C:13]1[CH:12]([N:5]2[C:4](=[O:20])[C:3]3[C:7](=[CH:8][CH:9]=[CH:10][C:2]=3[NH:1][C:24](=[O:25])[CH2:23][O:22][CH3:21])[C:6]2=[O:11])[CH2:17][CH2:16][C:15](=[O:18])[NH:14]1, predict the reactants needed to synthesize it. The reactants are: [NH2:1][C:2]1[CH:10]=[CH:9][CH:8]=[C:7]2[C:3]=1[C:4](=[O:20])[N:5]([CH:12]1[CH2:17][CH2:16][C:15](=[O:18])[NH:14][C:13]1=[O:19])[C:6]2=[O:11].[CH3:21][O:22][CH2:23][C:24](Cl)=[O:25]. (5) Given the product [Cl:1][C:2]1[CH:7]=[C:6]([Cl:8])[CH:5]=[CH:4][C:3]=1[C:9](=[O:12])[CH2:10][C:14]1[NH:13][CH:17]=[CH:16][N:15]=1, predict the reactants needed to synthesize it. The reactants are: [Cl:1][C:2]1[CH:7]=[C:6]([Cl:8])[CH:5]=[CH:4][C:3]=1[C:9](=[O:12])[CH2:10]Cl.[NH:13]1[CH:17]=[CH:16][N:15]=[CH:14]1. (6) The reactants are: [ClH:1].N1CCC(C2C=CC(C#N)=CC=2)CC1.[CH:16]1[N:17]=[CH:18][N:19]2[CH:24]=[CH:23][C:22]([CH:25]3[CH2:30][CH2:29][N:28](C(OC(C)(C)C)=O)[CH2:27][CH2:26]3)=[CH:21][C:20]=12.C(C1C=CC(C2CCN(C(OC(C)(C)C)=O)CC2)=CC=1)#N. Given the product [ClH:1].[NH:28]1[CH2:27][CH2:26][CH:25]([C:22]2[CH:23]=[CH:24][N:19]3[CH:18]=[N:17][CH:16]=[C:20]3[CH:21]=2)[CH2:30][CH2:29]1, predict the reactants needed to synthesize it.